Task: Predict which catalyst facilitates the given reaction.. Dataset: Catalyst prediction with 721,799 reactions and 888 catalyst types from USPTO (1) Reactant: [F:1][C:2]1[C:7]([OH:8])=[CH:6][CH:5]=[CH:4][C:3]=1[CH2:9][NH:10][C:11]([C:13]1[CH:14]=[C:15]2[C:20](=[CH:21][CH:22]=1)[N:19]=[CH:18][CH:17]=[CH:16]2)=[O:12].Cl[CH2:24][CH2:25][CH2:26][C:27]#[CH:28].CN(C=O)C.C(=O)([O-])[O-].[Cs+].[Cs+]. Product: [F:1][C:2]1[C:7]([O:8][CH2:28][CH2:27][CH2:26][C:25]#[CH:24])=[CH:6][CH:5]=[CH:4][C:3]=1[CH2:9][NH:10][C:11]([C:13]1[CH:14]=[C:15]2[C:20](=[CH:21][CH:22]=1)[N:19]=[CH:18][CH:17]=[CH:16]2)=[O:12]. The catalyst class is: 6. (2) Reactant: [NH2:1][C:2]1[CH:3]=[C:4]([C:8]2[CH:13]=[N:12][CH:11]=[C:10]3[S:14][C:15]([C:17]([NH2:19])=[O:18])=[CH:16][C:9]=23)[CH:5]=[CH:6][CH:7]=1.[C:20](O)(=[O:27])[C:21]1[CH:26]=[CH:25][N:24]=[CH:23][CH:22]=1.Cl.CON(OC)CCCN=C=NCC.ON1C2N=CC=CC=2N=N1. Product: [N:24]1[CH:25]=[CH:26][C:21]([C:20]([NH:1][C:2]2[CH:3]=[C:4]([C:8]3[CH:13]=[N:12][CH:11]=[C:10]4[S:14][C:15]([C:17]([NH2:19])=[O:18])=[CH:16][C:9]=34)[CH:5]=[CH:6][CH:7]=2)=[O:27])=[CH:22][CH:23]=1. The catalyst class is: 3.